From a dataset of Forward reaction prediction with 1.9M reactions from USPTO patents (1976-2016). Predict the product of the given reaction. (1) Given the reactants [F:1][C:2]1[CH:11]=[C:10]2[C:5]([N:6]=[CH:7][C:8](=[O:15])[N:9]2[CH2:12][CH:13]=C)=[CH:4][CH:3]=1.I([O-])(=O)(=O)=[O:17].[Na+], predict the reaction product. The product is: [F:1][C:2]1[CH:11]=[C:10]2[C:5]([N:6]=[CH:7][C:8](=[O:15])[N:9]2[CH2:12][CH:13]=[O:17])=[CH:4][CH:3]=1. (2) Given the reactants O[C:2](C(F)(F)F)=O.OC(C(F)(F)F)=O.[CH:15]12[O:22][CH:19]([CH2:20][CH2:21]1)[CH2:18][N:17]([C:23]1[N:28]=[C:27]([N:29]3[CH2:34][CH2:33][NH:32][CH2:31][CH2:30]3)[N:26]=[C:25]([C:35]3[CH:40]=[CH:39][C:38]([NH:41][C:42]([NH:44][C:45]4[CH:50]=[CH:49][N:48]=[CH:47][CH:46]=4)=[O:43])=[CH:37][CH:36]=3)[N:24]=1)[CH2:16]2.C=O, predict the reaction product. The product is: [CH3:2][N:32]1[CH2:33][CH2:34][N:29]([C:27]2[N:28]=[C:23]([N:17]3[CH2:16][CH:15]4[O:22][CH:19]([CH2:20][CH2:21]4)[CH2:18]3)[N:24]=[C:25]([C:35]3[CH:36]=[CH:37][C:38]([NH:41][C:42]([NH:44][C:45]4[CH:46]=[CH:47][N:48]=[CH:49][CH:50]=4)=[O:43])=[CH:39][CH:40]=3)[N:26]=2)[CH2:30][CH2:31]1. (3) Given the reactants [Cl:1][C:2]1[CH:25]=[CH:24][C:23]([C:26]([F:29])([F:28])[F:27])=[CH:22][C:3]=1[O:4][CH:5]1[CH2:10][CH2:9][N:8]([C:11](=[O:21])[CH2:12][NH:13][C:14]2[C:15](=[O:20])[NH:16][N:17]=[CH:18][CH:19]=2)[CH2:7][CH2:6]1.Br[CH2:31][CH2:32][CH2:33][CH:34]([CH3:36])[CH3:35], predict the reaction product. The product is: [Cl:1][C:2]1[CH:25]=[CH:24][C:23]([C:26]([F:29])([F:27])[F:28])=[CH:22][C:3]=1[O:4][CH:5]1[CH2:10][CH2:9][N:8]([C:11](=[O:21])[CH2:12][NH:13][C:14]2[C:15](=[O:20])[N:16]([CH2:31][CH2:32][CH2:33][CH:34]([CH3:36])[CH3:35])[N:17]=[CH:18][CH:19]=2)[CH2:7][CH2:6]1. (4) Given the reactants [Br:1][C:2]1[N:7]=[C:6]2[S:8][C:9]([NH:11][C:12](=[O:31])[C:13]3[CH:18]=[CH:17][C:16]([C:19]([CH3:30])([CH3:29])[CH2:20][O:21][Si](C(C)(C)C)(C)C)=[CH:15][CH:14]=3)=[N:10][C:5]2=[CH:4][CH:3]=1.CCCC[N+](CCCC)(CCCC)CCCC.[F-].O, predict the reaction product. The product is: [Br:1][C:2]1[N:7]=[C:6]2[S:8][C:9]([NH:11][C:12](=[O:31])[C:13]3[CH:18]=[CH:17][C:16]([C:19]([CH3:29])([CH3:30])[CH2:20][OH:21])=[CH:15][CH:14]=3)=[N:10][C:5]2=[CH:4][CH:3]=1. (5) Given the reactants C(=O)([O-])[O-].[Cs+].[Cs+].C([O:11][C:12](=[O:25])[NH:13][C:14]1[C:19]([CH2:20][CH3:21])=[CH:18][C:17](Br)=[CH:16][C:15]=1[CH2:23][CH3:24])(C)(C)C.[Cl:26][C:27]1[CH:32]=[CH:31][C:30](B(O)O)=[CH:29][CH:28]=1.C1(P(C2CCCCC2)C2C=CC=CC=2C2C(C(C)C)=CC(C(C)C)=CC=2C(C)C)CCCCC1, predict the reaction product. The product is: [Cl:26][C:27]1[CH:32]=[CH:31][C:30]([C:17]2[CH:16]=[C:15]([CH2:23][CH3:24])[C:14]([NH:13][C:12](=[O:25])[OH:11])=[C:19]([CH2:20][CH3:21])[CH:18]=2)=[CH:29][CH:28]=1. (6) Given the reactants [NH2:1][CH:2]1[CH2:5][N:4]([C:6]([C:8]2[CH:9]=[C:10]([CH:23]=[CH:24][C:25]=2[F:26])[CH2:11][C:12]2[C:21]3[C:16](=[CH:17][CH:18]=[CH:19][CH:20]=3)[C:15](=[O:22])[NH:14][N:13]=2)=[O:7])[CH2:3]1.[CH3:27][CH:28]([CH3:32])[CH2:29][CH:30]=O.C(O[BH-](OC(=O)C)OC(=O)C)(=O)C.[Na+], predict the reaction product. The product is: [F:26][C:25]1[CH:24]=[CH:23][C:10]([CH2:11][C:12]2[C:21]3[C:16](=[CH:17][CH:18]=[CH:19][CH:20]=3)[C:15](=[O:22])[NH:14][N:13]=2)=[CH:9][C:8]=1[C:6]([N:4]1[CH2:3][CH:2]([NH:1][CH2:30][CH2:29][CH:28]([CH3:32])[CH3:27])[CH2:5]1)=[O:7].